From a dataset of Full USPTO retrosynthesis dataset with 1.9M reactions from patents (1976-2016). Predict the reactants needed to synthesize the given product. Given the product [ClH:1].[Cl:16][C:17]1[CH:18]=[CH:19][C:20]([O:31][C:2]2[C:11]3[C:6](=[CH:7][C:8]([O:14][CH3:15])=[C:9]([O:12][CH3:13])[CH:10]=3)[N:5]=[CH:4][CH:3]=2)=[C:21]([C:22]([C:24]2[CH:29]=[CH:28][CH:27]=[CH:26][CH:25]=2)=[O:23])[CH:30]=1, predict the reactants needed to synthesize it. The reactants are: [Cl:1][C:2]1[C:11]2[C:6](=[CH:7][C:8]([O:14][CH3:15])=[C:9]([O:12][CH3:13])[CH:10]=2)[N:5]=[CH:4][CH:3]=1.[Cl:16][C:17]1[CH:18]=[CH:19][C:20]([OH:31])=[C:21]([CH:30]=1)[C:22]([C:24]1[CH:29]=[CH:28][CH:27]=[CH:26][CH:25]=1)=[O:23].[OH-].[Na+].